Dataset: Reaction yield outcomes from USPTO patents with 853,638 reactions. Task: Predict the reaction yield, written as a fraction of the theoretical maximum amount of product (1.0 means a 100% yield; for example, 0.34 means a 34% yield). (1) The reactants are [N:1]1[CH:6]=[CH:5][CH:4]=[CH:3][C:2]=1[N:7]1[CH2:12][CH2:11][NH:10][CH2:9][CH2:8]1.C=O.[CH3:15][C:16]1[C:24]([CH3:25])=[CH:23][CH:22]=[CH:21][C:17]=1[C:18]([NH2:20])=[O:19].[C:26](=O)([O-])[O-].[K+].[K+]. The catalyst is C(O)C. The product is [CH3:15][C:16]1[C:24]([CH3:25])=[CH:23][CH:22]=[CH:21][C:17]=1[C:18]([NH:20][CH2:26][N:10]1[CH2:9][CH2:8][N:7]([C:2]2[CH:3]=[CH:4][CH:5]=[CH:6][N:1]=2)[CH2:12][CH2:11]1)=[O:19]. The yield is 0.880. (2) The reactants are [Cl:1][C:2]1[CH:3]=[C:4]([I:21])[CH:5]=[C:6]2[C:11]=1[O:10][CH:9]([C:12]([F:15])([F:14])[F:13])[C:8]([C:16]([O:18]CC)=[O:17])=[CH:7]2.O[Li].O.Cl. The yield is 0.883. The catalyst is C1COCC1.CO.O. The product is [Cl:1][C:2]1[CH:3]=[C:4]([I:21])[CH:5]=[C:6]2[C:11]=1[O:10][CH:9]([C:12]([F:14])([F:13])[F:15])[C:8]([C:16]([OH:18])=[O:17])=[CH:7]2. (3) The reactants are [Br:1][C:2]1[CH:7]=[CH:6][C:5]([CH:8]([OH:13])[CH2:9][CH2:10][CH2:11]Cl)=[CH:4][CH:3]=1.[OH-].[Na+]. The catalyst is O1CCCC1. The product is [Br:1][C:2]1[CH:7]=[CH:6][C:5]([CH:8]2[CH2:9][CH2:10][CH2:11][O:13]2)=[CH:4][CH:3]=1. The yield is 1.00. (4) The reactants are Cl.[NH2:2][OH:3].C[O-].[Na+].CO.C[O:10][C:11](=O)[C@@H:12]([NH:16][S:17]([C:19]1[CH:24]=[CH:23][C:22]([C:25]#[C:26][C:27]2[CH:32]=[CH:31][C:30]([CH2:33][N:34]3[CH2:39][CH2:38][O:37][CH2:36][CH2:35]3)=[CH:29][CH:28]=2)=[CH:21][CH:20]=1)=[O:18])[C@H:13]([OH:15])[CH3:14].Cl. The catalyst is CO.C1COCC1.CO. The product is [OH:15][C@H:13]([CH3:14])[C@H:12]([NH:16][S:17]([C:19]1[CH:20]=[CH:21][C:22]([C:25]#[C:26][C:27]2[CH:32]=[CH:31][C:30]([CH2:33][N:34]3[CH2:39][CH2:38][O:37][CH2:36][CH2:35]3)=[CH:29][CH:28]=2)=[CH:23][CH:24]=1)=[O:18])[C:11]([NH:2][OH:3])=[O:10]. The yield is 0.0440. (5) The reactants are [NH2:1][C:2]1[CH:32]=[CH:31][C:5]([C:6]([NH:8][C:9]2[C:14]([CH3:15])=[CH:13][C:12]([C:16]([F:28])([C:21]([F:27])([F:26])[C:22]([F:25])([F:24])[F:23])[C:17]([F:20])([F:19])[F:18])=[CH:11][C:10]=2[CH2:29][CH3:30])=[O:7])=[CH:4][C:3]=1[Br:33].[Cl-].[Cl:35][C:36]1[C:40](Cl)=[S+:39][S:38][N:37]=1.N1C=CC=CC=1. The catalyst is O1CCCC1.ClCCl. The product is [Br:33][C:3]1[CH:4]=[C:5]([CH:31]=[CH:32][C:2]=1[N:1]=[C:40]1[S:39][S:38][N:37]=[C:36]1[Cl:35])[C:6]([NH:8][C:9]1[C:14]([CH3:15])=[CH:13][C:12]([C:16]([F:28])([C:21]([F:26])([F:27])[C:22]([F:23])([F:24])[F:25])[C:17]([F:19])([F:20])[F:18])=[CH:11][C:10]=1[CH2:29][CH3:30])=[O:7]. The yield is 0.850.